From a dataset of Catalyst prediction with 721,799 reactions and 888 catalyst types from USPTO. Predict which catalyst facilitates the given reaction. (1) Reactant: [OH-].[Na+].Cl.[CH3:4][C:5]([CH3:11])([CH3:10])[C:6](=[NH:9])OC.[C:12]([CH2:14][C:15]([NH:17][NH2:18])=O)#[N:13]. Product: [C:5]([C:6]1[N:9]=[C:15]([CH2:14][C:12]#[N:13])[NH:17][N:18]=1)([CH3:11])([CH3:10])[CH3:4]. The catalyst class is: 5. (2) Reactant: C([O:4][CH2:5][CH2:6][N+:7]([O-:9])=[O:8])(=O)C.[CH:10](OCC)([O:14][CH2:15][CH3:16])[O:11]CC.C(OC(=O)C)(=O)C.Cl.N(CC(OCC)=O)C.[CH2:36]([N:38]([CH2:41]C)[CH2:39]C)C.[O-]CC.[Na+]. Product: [OH:4][C:5]1[C:6]([N+:7]([O-:9])=[O:8])=[CH:39][N:38]([CH3:41])[C:36]=1[C:10]([O:14][CH2:15][CH3:16])=[O:11]. The catalyst class is: 8. (3) The catalyst class is: 106. Product: [CH3:1][O:2][C:3]([C:5]1[C:14]([O:15][CH2:3][C:5]2[CH:14]=[CH:13][CH:12]=[CH:7][CH:6]=2)=[CH:13][C:12]2[C:7](=[CH:8][C:9]([O:16][CH2:17][C:18]([OH:20])=[O:19])=[CH:10][CH:11]=2)[CH:6]=1)=[O:4]. Reactant: [CH3:1][O:2][C:3]([C:5]1[C:14]([OH:15])=[CH:13][C:12]2[C:7](=[CH:8][C:9]([O:16][CH2:17][C:18]([O:20]C(C)(C)C)=[O:19])=[CH:10][CH:11]=2)[CH:6]=1)=[O:4].O. (4) Reactant: [Cl:1][C:2]1[N:7]=[C:6](Cl)[C:5]([I:9])=[C:4]([C:10]([O:12][CH3:13])=[O:11])[N:3]=1.[NH3:14]. Product: [NH2:14][C:6]1[C:5]([I:9])=[C:4]([C:10]([O:12][CH3:13])=[O:11])[N:3]=[C:2]([Cl:1])[N:7]=1. The catalyst class is: 12.